From a dataset of Forward reaction prediction with 1.9M reactions from USPTO patents (1976-2016). Predict the product of the given reaction. (1) Given the reactants [CH3:1][C:2]1[NH:3][C:4](=[O:14])[CH:5]=[C:6]([CH3:13])[C:7]=1[C:8]([O:10][CH2:11][CH3:12])=[O:9].[H-].[Na+].[CH2:17](I)[CH3:18], predict the reaction product. The product is: [CH2:17]([O:14][C:4]1[CH:5]=[C:6]([CH3:13])[C:7]([C:8]([O:10][CH2:11][CH3:12])=[O:9])=[C:2]([CH3:1])[N:3]=1)[CH3:18]. (2) Given the reactants [C:1]([CH2:4][CH2:5][CH2:6][N:7]1[C:11]2=[N:12][CH:13]=[CH:14][C:15]([CH2:16][CH2:17][C:18]3[CH:23]=[CH:22][C:21]([O:24][C:25](=[O:30])[C:26]([CH3:29])([CH3:28])[CH3:27])=[CH:20][CH:19]=3)=[C:10]2[C:9]([O:31][C@@H:32]2[O:58][C@H:57]([CH2:59][O:60][C:61](=[O:66])[C:62]([CH3:65])([CH3:64])[CH3:63])[C@@H:49]([O:50][C:51](=[O:56])[C:52]([CH3:55])([CH3:54])[CH3:53])[C@H:41]([O:42][C:43](=[O:48])[C:44]([CH3:47])([CH3:46])[CH3:45])[C@H:33]2[O:34][C:35](=[O:40])[C:36]([CH3:39])([CH3:38])[CH3:37])=[N:8]1)([OH:3])=O.C(OC(OC(OC(C)(C)C)=O)=O)(C)(C)C.C(=O)([O-])O.[NH4+:86].Cl, predict the reaction product. The product is: [C:1]([CH2:4][CH2:5][CH2:6][N:7]1[C:11]2=[N:12][CH:13]=[CH:14][C:15]([CH2:16][CH2:17][C:18]3[CH:19]=[CH:20][C:21]([O:24][C:25](=[O:30])[C:26]([CH3:28])([CH3:27])[CH3:29])=[CH:22][CH:23]=3)=[C:10]2[C:9]([O:31][C@@H:32]2[O:58][C@H:57]([CH2:59][O:60][C:61](=[O:66])[C:62]([CH3:64])([CH3:65])[CH3:63])[C@@H:49]([O:50][C:51](=[O:56])[C:52]([CH3:54])([CH3:53])[CH3:55])[C@H:41]([O:42][C:43](=[O:48])[C:44]([CH3:45])([CH3:47])[CH3:46])[C@H:33]2[O:34][C:35](=[O:40])[C:36]([CH3:37])([CH3:38])[CH3:39])=[N:8]1)(=[O:3])[NH2:86]. (3) The product is: [N:12]([CH2:2][CH2:3][CH2:4][CH2:5][CH2:6][CH2:7][CH2:8][C:9]([OH:11])=[O:10])=[N+:13]=[N-:14]. Given the reactants Br[CH2:2][CH2:3][CH2:4][CH2:5][CH2:6][CH2:7][CH2:8][C:9]([OH:11])=[O:10].[N-:12]=[N+:13]=[N-:14].[Na+], predict the reaction product. (4) The product is: [CH3:25][O:28][CH:16]1[CH2:17][CH2:18][CH2:19][CH2:20][C:21]1=[O:23]. Given the reactants CC[C@@H]1[C@@H]2C[C@@H]([C@H](O)C3[C:21]4[C:16](=[CH:17][CH:18]=[CH:19][CH:20]=4)N=CC=3)N(CC2)C1.[OH-:23].[K+].[CH:25]([OH:28])(C)C, predict the reaction product. (5) The product is: [CH2:16]([O:23][C:24]1[CH:25]=[C:26]([CH:27]=[CH:28][CH:29]=1)[O:30][C:2]1[CH:9]=[CH:8][C:5]([CH:6]=[O:7])=[CH:4][CH:3]=1)[C:17]1[CH:18]=[CH:19][CH:20]=[CH:21][CH:22]=1. Given the reactants F[C:2]1[CH:9]=[CH:8][C:5]([CH:6]=[O:7])=[CH:4][CH:3]=1.C(=O)([O-])[O-].[Cs+].[Cs+].[CH2:16]([O:23][C:24]1[CH:25]=[C:26]([OH:30])[CH:27]=[CH:28][CH:29]=1)[C:17]1[CH:22]=[CH:21][CH:20]=[CH:19][CH:18]=1, predict the reaction product. (6) The product is: [CH2:1]([O:3][C:4]([C:6]1[C:15](=[O:16])[C:14]2[C:9](=[CH:10][CH:11]=[C:12]([O:19][C:20]3[CH:25]=[CH:24][C:23]([NH:26][C:27](=[O:29])[CH3:28])=[CH:22][CH:21]=3)[C:13]=2[CH2:17][N:40]([CH2:41][C:42]2[CH:47]=[CH:46][CH:45]=[CH:44][CH:43]=2)[CH3:39])[N:8]([CH2:30][C:31]2[C:36]([F:37])=[CH:35][CH:34]=[CH:33][C:32]=2[F:38])[CH:7]=1)=[O:5])[CH3:2]. Given the reactants [CH2:1]([O:3][C:4]([C:6]1[C:15](=[O:16])[C:14]2[C:9](=[CH:10][CH:11]=[C:12]([O:19][C:20]3[CH:25]=[CH:24][C:23]([NH:26][C:27](=[O:29])[CH3:28])=[CH:22][CH:21]=3)[C:13]=2[CH2:17]Cl)[N:8]([CH2:30][C:31]2[C:36]([F:37])=[CH:35][CH:34]=[CH:33][C:32]=2[F:38])[CH:7]=1)=[O:5])[CH3:2].[CH3:39][NH:40][CH2:41][C:42]1[CH:47]=[CH:46][CH:45]=[CH:44][CH:43]=1.C(N(CC)C(C)C)(C)C.C(=O)(O)[O-].[Na+], predict the reaction product.